This data is from Full USPTO retrosynthesis dataset with 1.9M reactions from patents (1976-2016). The task is: Predict the reactants needed to synthesize the given product. Given the product [CH3:11][C:9]1[N:8]([S:12]([C:15]2[CH:20]=[CH:19][CH:18]=[CH:17][CH:16]=2)(=[O:14])=[O:13])[C:4]2=[N:5][CH:6]=[CH:7][C:2]([B:26]3[O:30][C:29]([CH3:32])([CH3:31])[C:28]([CH3:34])([CH3:33])[O:27]3)=[C:3]2[CH:10]=1, predict the reactants needed to synthesize it. The reactants are: Br[C:2]1[CH:7]=[CH:6][N:5]=[C:4]2[N:8]([S:12]([C:15]3[CH:20]=[CH:19][CH:18]=[CH:17][CH:16]=3)(=[O:14])=[O:13])[C:9]([CH3:11])=[CH:10][C:3]=12.C([O-])(=O)C.[K+].[B:26]1([B:26]2[O:30][C:29]([CH3:32])([CH3:31])[C:28]([CH3:34])([CH3:33])[O:27]2)[O:30][C:29]([CH3:32])([CH3:31])[C:28]([CH3:34])([CH3:33])[O:27]1.